Dataset: Full USPTO retrosynthesis dataset with 1.9M reactions from patents (1976-2016). Task: Predict the reactants needed to synthesize the given product. (1) Given the product [CH3:16][O:10][CH2:9][C:8]([C:5]1[CH:6]=[CH:7][C:2]([Br:1])=[CH:3][C:4]=1[F:13])([CH3:11])[CH3:12], predict the reactants needed to synthesize it. The reactants are: [Br:1][C:2]1[CH:7]=[CH:6][C:5]([C:8]([CH3:12])([CH3:11])[CH2:9][OH:10])=[C:4]([F:13])[CH:3]=1.[H-].[Na+].[CH3:16]I. (2) The reactants are: [C:1]1([NH:7][S:8]([C:11]2[CH:12]=[C:13]3[C:17](=[CH:18][CH:19]=2)[NH:16][C:15](=[O:20])[CH2:14]3)(=[O:10])=[O:9])[CH:6]=[CH:5][CH:4]=[CH:3][CH:2]=1.[CH3:21][C:22]1[C:26]([C:27]([N:29]2[CH2:34][CH2:33][N:32]([CH3:35])[CH2:31][CH2:30]2)=[O:28])=[C:25]([CH3:36])[NH:24][C:23]=1[CH:37]=O. Given the product [C:1]1([NH:7][S:8]([C:11]2[CH:12]=[C:13]3[C:17](=[CH:18][CH:19]=2)[NH:16][C:15](=[O:20])[C:14]3=[CH:37][C:23]2[NH:24][C:25]([CH3:36])=[C:26]([C:27]([N:29]3[CH2:30][CH2:31][N:32]([CH3:35])[CH2:33][CH2:34]3)=[O:28])[C:22]=2[CH3:21])(=[O:10])=[O:9])[CH:2]=[CH:3][CH:4]=[CH:5][CH:6]=1, predict the reactants needed to synthesize it. (3) The reactants are: CC(C)(S([NH:6][C:7]1([C:11]2[S:15][C:14]([C:16]([NH:18][CH2:19][C:20]3[CH:25]=[CH:24][N:23]4[CH:26]=[CH:27][N:28]=[C:22]4[CH:21]=3)=[O:17])=[CH:13][CH:12]=2)[CH2:10][O:9][CH2:8]1)=O)C.Cl.O1CCOCC1. Given the product [NH2:6][C:7]1([C:11]2[S:15][C:14]([C:16]([NH:18][CH2:19][C:20]3[CH:25]=[CH:24][N:23]4[CH:26]=[CH:27][N:28]=[C:22]4[CH:21]=3)=[O:17])=[CH:13][CH:12]=2)[CH2:10][O:9][CH2:8]1, predict the reactants needed to synthesize it.